From a dataset of Full USPTO retrosynthesis dataset with 1.9M reactions from patents (1976-2016). Predict the reactants needed to synthesize the given product. Given the product [CH:9]1[C:10]2[C:15](=[CH:14][CH:13]=[CH:12][CH:11]=2)[CH:16]=[CH:17][C:8]=1[C:5]1[N:6]=[N:7][C:2]([N:24]2[CH2:29][CH2:28][O:27][CH2:26][CH2:25]2)=[CH:3][C:4]=1[C:18]1[CH:23]=[CH:22][N:21]=[CH:20][CH:19]=1, predict the reactants needed to synthesize it. The reactants are: Br[C:2]1[N:7]=[N:6][C:5]([C:8]2[CH:17]=[CH:16][C:15]3[C:10](=[CH:11][CH:12]=[CH:13][CH:14]=3)[CH:9]=2)=[C:4]([C:18]2[CH:23]=[CH:22][N:21]=[CH:20][CH:19]=2)[CH:3]=1.[NH:24]1[CH2:29][CH2:28][O:27][CH2:26][CH2:25]1.